From a dataset of Catalyst prediction with 721,799 reactions and 888 catalyst types from USPTO. Predict which catalyst facilitates the given reaction. (1) Reactant: [NH2:1][C:2]1[CH:7]=[CH:6][C:5]([C:8]2[CH2:14][C@H:13]3[N:10]([C:11](=[O:18])[C@@H:12]3[C@H:15]([OH:17])[CH3:16])[C:9]=2[C:19]([O:21][CH2:22][O:23][C:24](=[O:29])[C:25]([CH3:28])([CH3:27])[CH3:26])=[O:20])=[CH:4][CH:3]=1.C(N(C(C)C)CC)(C)C.[C:39](Cl)(=[O:41])[CH3:40]. Product: [C:39]([NH:1][C:2]1[CH:7]=[CH:6][C:5]([C:8]2[CH2:14][C@H:13]3[N:10]([C:11](=[O:18])[C@@H:12]3[C@H:15]([OH:17])[CH3:16])[C:9]=2[C:19]([O:21][CH2:22][O:23][C:24](=[O:29])[C:25]([CH3:28])([CH3:27])[CH3:26])=[O:20])=[CH:4][CH:3]=1)(=[O:41])[CH3:40]. The catalyst class is: 4. (2) Reactant: [OH:1][C:2]1[CH:3]=[C:4]([CH:7]=[CH:8][CH:9]=1)[CH:5]=[O:6].O[CH:11]1[CH2:16][CH2:15][N:14]([C:17]([O:19][C:20]([CH3:23])([CH3:22])[CH3:21])=[O:18])[CH2:13][CH2:12]1.C1(P(C2C=CC=CC=2)C2C=CC=CC=2)C=CC=CC=1.CCOC(/N=N/C(OCC)=O)=O.C([O-])(O)=O.[Na+]. Product: [CH:5]([C:4]1[CH:3]=[C:2]([CH:9]=[CH:8][CH:7]=1)[O:1][CH:11]1[CH2:16][CH2:15][N:14]([C:17]([O:19][C:20]([CH3:23])([CH3:22])[CH3:21])=[O:18])[CH2:13][CH2:12]1)=[O:6]. The catalyst class is: 1. (3) Reactant: C(OC([N:8]1[CH2:13][CH:12]=[C:11]([C:14]2[CH:19]=[C:18]([NH:20][C:21]3[CH:30]=[C:29]4[C:24]([CH:25]=[CH:26][CH:27]=[N:28]4)=[CH:23][CH:22]=3)[N:17]=[CH:16][N:15]=2)[CH2:10][CH2:9]1)=O)(C)(C)C.C(O)(C(F)(F)F)=O. Product: [N:28]1[C:29]2[C:24](=[CH:23][CH:22]=[C:21]([NH:20][C:18]3[CH:19]=[C:14]([C:11]4[CH2:12][CH2:13][NH:8][CH2:9][CH:10]=4)[N:15]=[CH:16][N:17]=3)[CH:30]=2)[CH:25]=[CH:26][CH:27]=1. The catalyst class is: 2. (4) Reactant: [Cl:1][C:2]1[CH:3]=[C:4]([C:14]2([OH:21])[CH2:17][CH:16]([C:18](O)=[O:19])[CH2:15]2)[CH:5]=[CH:6][C:7]=1[CH2:8][N:9]1[CH2:13][CH2:12][CH2:11][CH2:10]1.[CH2:22]([NH2:24])[CH3:23].C1COCC1.C(P1(=O)OP(CCC)(=O)OP(CCC)(=O)O1)CC.[OH-].[Na+]. Product: [CH2:22]([NH:24][C:18]([CH:16]1[CH2:17][C:14]([C:4]2[CH:5]=[CH:6][C:7]([CH2:8][N:9]3[CH2:10][CH2:11][CH2:12][CH2:13]3)=[C:2]([Cl:1])[CH:3]=2)([OH:21])[CH2:15]1)=[O:19])[CH3:23]. The catalyst class is: 25.